Dataset: Reaction yield outcomes from USPTO patents with 853,638 reactions. Task: Predict the reaction yield, written as a fraction of the theoretical maximum amount of product (1.0 means a 100% yield; for example, 0.34 means a 34% yield). (1) The reactants are [F:1][C:2]1[CH:3]=[C:4]([CH2:10][CH2:11][CH2:12][C:13]([OH:15])=O)[CH:5]=[CH:6][C:7]=1[O:8][CH3:9].CS(O)(=O)=O. The catalyst is FC(F)(F)C(O)=O. The product is [F:1][C:2]1[CH:3]=[C:4]2[C:5](=[CH:6][C:7]=1[O:8][CH3:9])[C:13](=[O:15])[CH2:12][CH2:11][CH2:10]2. The yield is 0.760. (2) The reactants are [CH:1]1[C:13]2[CH:12]([CH2:14][O:15][C:16](=[O:38])[NH:17][C@@H:18]([O:33][C:34]([CH3:37])([CH3:36])[CH3:35])[C:19](=O)[O:20]N3C(=O)C4C=CC=CC=4N=N3)[C:11]3[C:6](=[CH:7][CH:8]=[CH:9][CH:10]=3)[C:5]=2[CH:4]=[CH:3][CH:2]=1.[CH3:39][NH:40][CH2:41][CH2:42][CH:43]([CH3:45])[CH3:44]. The catalyst is CN(C=O)C. The product is [CH:1]1[C:13]2[CH:12]([CH2:14][O:15][C:16](=[O:38])[NH:17][C@@H:18]([O:33][C:34]([CH3:35])([CH3:37])[CH3:36])[C:19]([N:40]([CH3:39])[CH2:41][CH2:42][CH:43]([CH3:45])[CH3:44])=[O:20])[C:11]3[C:6](=[CH:7][CH:8]=[CH:9][CH:10]=3)[C:5]=2[CH:4]=[CH:3][CH:2]=1. The yield is 0.350. (3) The product is [C:12]([O:11][C:9](=[O:10])[NH:16][CH2:17][C:18]1[CH:24]=[CH:23][CH:22]=[C:20]([NH2:21])[CH:19]=1)([CH3:13])([CH3:14])[CH3:15]. No catalyst specified. The yield is 1.00. The reactants are [C:12]([O:11][C:9](O[C:9]([O:11][C:12]([CH3:15])([CH3:14])[CH3:13])=[O:10])=[O:10])([CH3:15])([CH3:14])[CH3:13].[NH2:16][CH2:17][C:18]1[CH:19]=[C:20]([CH:22]=[CH:23][CH:24]=1)[NH2:21]. (4) The reactants are Br[C:2]1[CH:7]=[CH:6][C:5]([CH3:8])=[CH:4][N:3]=1.[Br:9][C:10]1[CH:11]=[C:12](B(O)O)[CH:13]=[CH:14][CH:15]=1.C1(P(C2C=CC=CC=2)C2C=CC=CC=2)C=CC=CC=1.C(=O)([O-])[O-].[K+].[K+]. The catalyst is C([O-])(=O)C.[Pd+2].C([O-])(=O)C.C(OCC)(=O)C.O.COCCOC. The product is [Br:9][C:10]1[CH:15]=[C:14]([C:2]2[CH:7]=[CH:6][C:5]([CH3:8])=[CH:4][N:3]=2)[CH:13]=[CH:12][CH:11]=1. The yield is 0.681. (5) The reactants are [NH2:1][C:2]1[CH:24]=[CH:23][C:5]([O:6][C:7]2[CH:12]=[CH:11][N:10]=[C:9]3[CH:13]=[C:14]([C:16]([N:18]4[CH2:22][CH2:21][CH2:20][CH2:19]4)=[O:17])[S:15][C:8]=23)=[C:4]([F:25])[CH:3]=1.C1C=CC2N(O)N=NC=2C=1.C(Cl)CCl.[O:40]=[C:41]([NH:46][C:47]1[CH:52]=[CH:51][CH:50]=[CH:49][CH:48]=1)[CH2:42][C:43](O)=[O:44]. The catalyst is CN(C=O)C.CCOC(C)=O. The product is [F:25][C:4]1[CH:3]=[C:2]([NH:1][C:43](=[O:44])[CH2:42][C:41]([NH:46][C:47]2[CH:48]=[CH:49][CH:50]=[CH:51][CH:52]=2)=[O:40])[CH:24]=[CH:23][C:5]=1[O:6][C:7]1[CH:12]=[CH:11][N:10]=[C:9]2[CH:13]=[C:14]([C:16]([N:18]3[CH2:19][CH2:20][CH2:21][CH2:22]3)=[O:17])[S:15][C:8]=12. The yield is 0.510. (6) The reactants are [Cl:1][C:2]1[CH:11]=[CH:10][C:9]2[C:4](=[CH:5][CH:6]=[C:7]([CH2:12][C:13]([NH:15][NH2:16])=O)[CH:8]=2)[N:3]=1.Cl[C:18]1[N:19]=[N:20][C:21]([C:24]2[CH:25]=[N:26][CH:27]=[CH:28][CH:29]=2)=[CH:22][CH:23]=1. The product is [Cl:1][C:2]1[CH:11]=[CH:10][C:9]2[C:4](=[CH:5][CH:6]=[C:7]([CH2:12][C:13]3[N:19]4[N:20]=[C:21]([C:24]5[CH:25]=[N:26][CH:27]=[CH:28][CH:29]=5)[CH:22]=[CH:23][C:18]4=[N:16][N:15]=3)[CH:8]=2)[N:3]=1. The catalyst is C(O)CCC. The yield is 0.350. (7) The reactants are C[O:2][C:3]1[CH:8]=[C:7]([CH2:9][C:10]2[C:11](=[O:17])[NH:12][C:13](=[S:16])[NH:14][CH:15]=2)[CH:6]=[CH:5][N:4]=1.Cl. The catalyst is C(O)(=O)C. The product is [O:2]=[C:3]1[CH:8]=[C:7]([CH2:9][C:10]2[C:11](=[O:17])[NH:12][C:13](=[S:16])[NH:14][CH:15]=2)[CH:6]=[CH:5][NH:4]1. The yield is 0.721. (8) The reactants are [CH3:1][Mg]Cl.[Br:4][C:5]1[CH:6]=[CH:7][C:8]([C:11](=[O:13])[CH3:12])=[N:9][CH:10]=1. The catalyst is C1COCC1. The product is [Br:4][C:5]1[CH:6]=[CH:7][C:8]([C:11]([OH:13])([CH3:1])[CH3:12])=[N:9][CH:10]=1. The yield is 1.00. (9) The reactants are [CH3:1][C@:2]12[C:10]([C:11]3([CH2:14][C:15]#[C:16][C:17]([OH:26])([C:22]([F:25])([F:24])[F:23])[C:18]([F:21])([F:20])[F:19])[CH2:13][CH2:12]3)=[CH:9][CH2:8][C@H:7]1[C@@H:6]([OH:27])[CH2:5][CH2:4][CH2:3]2.C(OCC)(=O)C.CCCCCC. The catalyst is [Pd].CC([O-])=O.CC([O-])=O.[Pb+2].C(O)C. The product is [CH3:1][C@:2]12[C:10]([C:11]3([CH2:14]/[CH:15]=[CH:16]\[C:17]([OH:26])([C:22]([F:23])([F:24])[F:25])[C:18]([F:20])([F:21])[F:19])[CH2:13][CH2:12]3)=[CH:9][CH2:8][C@H:7]1[C@@H:6]([OH:27])[CH2:5][CH2:4][CH2:3]2. The yield is 0.870. (10) The reactants are [C:1]([C:3]1([NH2:9])[CH2:8][CH2:7][CH2:6][CH2:5][CH2:4]1)#[CH:2].[CH2:10]1[CH2:16][S:13](=[O:15])(=[O:14])[O:12][CH2:11]1. The catalyst is C1COCC1. The product is [C:1]([C:3]1([NH:9][CH2:11][CH2:10][CH2:16][S:13]([OH:15])(=[O:14])=[O:12])[CH2:8][CH2:7][CH2:6][CH2:5][CH2:4]1)#[CH:2]. The yield is 0.750.